This data is from Reaction yield outcomes from USPTO patents with 853,638 reactions. The task is: Predict the reaction yield, written as a fraction of the theoretical maximum amount of product (1.0 means a 100% yield; for example, 0.34 means a 34% yield). (1) The reactants are [F:1][C:2]1[CH:3]=[C:4]([CH:9]2[C:17]3[O:16][C:15](=O)[NH:14][C:13](=[O:19])[C:12]=3[CH2:11][CH2:10]2)[CH:5]=[CH:6][C:7]=1[F:8].[OH-].[NH4+:21]. No catalyst specified. The product is [F:1][C:2]1[CH:3]=[C:4]([CH:9]2[C:17]3[NH:21][C:15](=[O:16])[NH:14][C:13](=[O:19])[C:12]=3[CH2:11][CH2:10]2)[CH:5]=[CH:6][C:7]=1[F:8]. The yield is 1.00. (2) The reactants are C(OC([N:8]1[CH2:20][CH2:19][C:18]2[C:17]3[C:12](=[CH:13][C:14]([Br:21])=[CH:15][CH:16]=3)[N:11]([CH3:22])[C:10]=2[CH2:9]1)=O)(C)(C)C.FC(F)(F)C(O)=O. The catalyst is C(Cl)Cl. The product is [Br:21][C:14]1[CH:13]=[C:12]2[C:17]([C:18]3[CH2:19][CH2:20][NH:8][CH2:9][C:10]=3[N:11]2[CH3:22])=[CH:16][CH:15]=1. The yield is 0.970. (3) The reactants are [N:1]1([C:7]2[C:12]([C:13]#[N:14])=[CH:11][CH:10]=[CH:9][N:8]=2)[CH2:6][CH2:5][NH:4][CH2:3][CH2:2]1.C(N(CC)C(C)C)(C)C.Cl[CH2:25][C:26]([NH:28][C:29]1[CH:34]=[CH:33][CH:32]=[C:31]([N+:35]([O-:37])=[O:36])[CH:30]=1)=[O:27]. The catalyst is C1(C)C=CC=CC=1. The product is [C:13]([C:12]1[C:7]([N:1]2[CH2:2][CH2:3][N:4]([CH2:25][C:26]([NH:28][C:29]3[CH:34]=[CH:33][CH:32]=[C:31]([N+:35]([O-:37])=[O:36])[CH:30]=3)=[O:27])[CH2:5][CH2:6]2)=[N:8][CH:9]=[CH:10][CH:11]=1)#[N:14]. The yield is 0.250. (4) The reactants are O.[OH-].[Li+].C[O:5][C:6](=[O:36])[CH2:7][C:8]1[C:17]([CH3:18])=[C:16]([C:19]2[CH:24]=[CH:23][C:22]([S:25](=[O:34])(=[O:33])[NH:26][CH:27]3[CH2:32][CH2:31][CH2:30][CH2:29][CH2:28]3)=[CH:21][CH:20]=2)[C:15]2[C:10](=[CH:11][CH:12]=[C:13]([F:35])[CH:14]=2)[CH:9]=1.C1COCC1.O. The catalyst is CCCCCC. The product is [CH:27]1([NH:26][S:25]([C:22]2[CH:21]=[CH:20][C:19]([C:16]3[C:15]4[C:10](=[CH:11][CH:12]=[C:13]([F:35])[CH:14]=4)[CH:9]=[C:8]([CH2:7][C:6]([OH:36])=[O:5])[C:17]=3[CH3:18])=[CH:24][CH:23]=2)(=[O:34])=[O:33])[CH2:28][CH2:29][CH2:30][CH2:31][CH2:32]1. The yield is 0.870.